From a dataset of Reaction yield outcomes from USPTO patents with 853,638 reactions. Predict the reaction yield, written as a fraction of the theoretical maximum amount of product (1.0 means a 100% yield; for example, 0.34 means a 34% yield). (1) The reactants are [OH-].[Na+].[CH2:3]([C:12]1[CH:17]=[CH:16][C:15]([C:18]2[CH:33]=[CH:32][C:21]3[N:22]=[C:23]([C:25]4[CH:30]=[CH:29][C:28]([OH:31])=[CH:27][CH:26]=4)[S:24][C:20]=3[CH:19]=2)=[CH:14][CH:13]=1)[CH2:4][CH2:5][CH2:6][CH2:7][CH2:8][CH2:9][CH2:10][CH3:11].Br[CH2:35][CH2:36][CH2:37][CH2:38][CH2:39][CH2:40][OH:41].[I-].[K+].Cl. The catalyst is O.CO. The product is [CH2:3]([C:12]1[CH:13]=[CH:14][C:15]([C:18]2[CH:33]=[CH:32][C:21]3[N:22]=[C:23]([C:25]4[CH:30]=[CH:29][C:28]([O:31][CH2:35][CH2:36][CH2:37][CH2:38][CH2:39][CH2:40][OH:41])=[CH:27][CH:26]=4)[S:24][C:20]=3[CH:19]=2)=[CH:16][CH:17]=1)[CH2:4][CH2:5][CH2:6][CH2:7][CH2:8][CH2:9][CH2:10][CH3:11]. The yield is 0.620. (2) The reactants are Br[C:2]1[CH:3]=[C:4]([C:8]([N:10]=[S:11]([CH2:19][C:20]([O:22][CH2:23][CH3:24])=[O:21])([C:13]2[CH:18]=[CH:17][CH:16]=[CH:15][CH:14]=2)=[O:12])=[O:9])[CH:5]=[N:6][CH:7]=1.[OH:25][C:26]1[CH:27]=[C:28]([C:32]#[CH:33])[CH:29]=[CH:30][CH:31]=1.C(N(CC)CC)C. The catalyst is CN(C=O)C.C1(P(C2C=CC=CC=2)C2C=CC=CC=2)C=CC=CC=1. The product is [OH:25][C:26]1[CH:27]=[C:28]([C:32]#[C:33][C:2]2[CH:3]=[C:4]([C:8]([N:10]=[S@:11]([CH2:19][C:20]([O:22][CH2:23][CH3:24])=[O:21])([C:13]3[CH:18]=[CH:17][CH:16]=[CH:15][CH:14]=3)=[O:12])=[O:9])[CH:5]=[N:6][CH:7]=2)[CH:29]=[CH:30][CH:31]=1. The yield is 0.940. (3) The product is [Cl:26][C:24]1[CH:25]=[C:20]([CH:15]([C:16]([F:17])([F:19])[F:18])/[CH:14]=[C:12](/[C:9]2[CH:10]=[CH:11][C:6]([N:1]3[CH:5]=[N:4][CH:3]=[N:2]3)=[CH:7][CH:8]=2)\[CH3:13])[CH:21]=[C:22]([Cl:27])[CH:23]=1. The reactants are [N:1]1([C:6]2[CH:11]=[CH:10][C:9]([C:12](O)([CH2:14][CH:15]([C:20]3[CH:25]=[C:24]([Cl:26])[CH:23]=[C:22]([Cl:27])[CH:21]=3)[C:16]([F:19])([F:18])[F:17])[CH3:13])=[CH:8][CH:7]=2)[CH:5]=[N:4][CH:3]=[N:2]1.C1(C)C=CC(S(O)(=O)=O)=CC=1. The yield is 0.310. The catalyst is C1(C)C=CC=CC=1. (4) The reactants are [CH3:1][O:2][C:3]([C:5]1[S:6][C:7]([N+:11]([O-:13])=[O:12])=[C:8](Br)[CH:9]=1)=[O:4].[CH3:14][O:15][C:16]1[CH:17]=[C:18]([SH:22])[CH:19]=[CH:20][CH:21]=1.C([O-])([O-])=O.[Cs+].[Cs+]. The catalyst is CN(C=O)C. The product is [CH3:1][O:2][C:3]([C:5]1[S:6][C:7]([N+:11]([O-:13])=[O:12])=[C:8]([S:22][C:18]2[CH:19]=[CH:20][CH:21]=[C:16]([O:15][CH3:14])[CH:17]=2)[CH:9]=1)=[O:4]. The yield is 0.910. (5) The reactants are C(NC(C)C)(C)C.C([Li])CCC.[CH3:13][S:14][C:15]1[CH:20]=[CH:19][C:18]([CH2:21][C:22]([OH:24])=[O:23])=[CH:17][CH:16]=1.I[CH2:26][CH:27]1[CH2:31][CH2:30][CH2:29][CH2:28]1. The catalyst is O1CCCC1.CN1CCCN(C)C1=O. The product is [CH:27]1([CH2:26][CH:21]([C:18]2[CH:17]=[CH:16][C:15]([S:14][CH3:13])=[CH:20][CH:19]=2)[C:22]([OH:24])=[O:23])[CH2:31][CH2:30][CH2:29][CH2:28]1. The yield is 0.350. (6) The reactants are CC(OC([N:8]1[CH2:13][CH2:12][C:11](=[C:14]([C:28]2[CH:33]=[CH:32][CH:31]=[CH:30][C:29]=2[NH2:34])[C:15]2[CH:20]=[CH:19][C:18]([C:21]([N:23]([CH2:26][CH3:27])[CH2:24][CH3:25])=[O:22])=[CH:17][CH:16]=2)[CH2:10][CH2:9]1)=O)(C)C.[C:35]1(=O)[CH2:40][CH2:39][CH2:38][CH2:37][CH2:36]1.[B][B][B][B][B][B][B][B][B][B].C(O)(C(F)(F)F)=O. The catalyst is CO. The product is [CH:35]1([NH:34][C:29]2[CH:30]=[CH:31][CH:32]=[CH:33][C:28]=2[C:14](=[C:11]2[CH2:12][CH2:13][NH:8][CH2:9][CH2:10]2)[C:15]2[CH:20]=[CH:19][C:18]([C:21]([N:23]([CH2:26][CH3:27])[CH2:24][CH3:25])=[O:22])=[CH:17][CH:16]=2)[CH2:40][CH2:39][CH2:38][CH2:37][CH2:36]1. The yield is 0.710. (7) The reactants are COC1C=CC(C[N:8]2[C:12]3[N:13]=[CH:14][C:15]4[CH2:16][CH2:17][NH:18][C:19]5[CH:25]=[CH:24][CH:23]=[CH:22][C:20]=5[C:21]=4[C:11]=3[CH:10]=[N:9]2)=CC=1.[C:28]1([N:34]=[C:35]=[O:36])[CH:33]=[CH:32][CH:31]=[CH:30][CH:29]=1. No catalyst specified. The product is [C:28]1([NH:34][C:35]([N:18]2[C:19]3[CH:25]=[CH:24][CH:23]=[CH:22][C:20]=3[C:21]3[C:11]4[CH:10]=[N:9][NH:8][C:12]=4[N:13]=[CH:14][C:15]=3[CH2:16][CH2:17]2)=[O:36])[CH:33]=[CH:32][CH:31]=[CH:30][CH:29]=1. The yield is 0.310.